Dataset: Catalyst prediction with 721,799 reactions and 888 catalyst types from USPTO. Task: Predict which catalyst facilitates the given reaction. (1) Reactant: [Br:1][C:2]1[CH:7]=[CH:6][C:5]([C:8]2[NH:12][C:11]3[CH:13]=[CH:14][CH:15]=[CH:16][C:10]=3[N:9]=2)=[CH:4][CH:3]=1.[C:17]([O-])([O-])=O.[K+].[K+].C(=O)(OC)OC. Product: [Br:1][C:2]1[CH:3]=[CH:4][C:5]([C:8]2[N:9]([CH3:17])[C:10]3[CH:16]=[CH:15][CH:14]=[CH:13][C:11]=3[N:12]=2)=[CH:6][CH:7]=1. The catalyst class is: 3. (2) Reactant: Br[C:2]1[CH:3]=[C:4]([C:7]([NH2:9])=[O:8])[NH:5][CH:6]=1.[C:10]([NH:14][C:15]1[C:24]([CH3:25])=[N:23][C:22]2[C:17](=[C:18](B3OC(C)(C)C(C)(C)O3)[CH:19]=[CH:20][CH:21]=2)[N:16]=1)([CH3:13])([CH3:12])[CH3:11].[O-]P([O-])([O-])=O.[K+].[K+].[K+].CC(C1C=C(C(C)C)C(C2C=CC=CC=2P(C2CCCCC2)C2CCCCC2)=C(C(C)C)C=1)C. Product: [C:10]([NH:14][C:15]1[C:24]([CH3:25])=[N:23][C:22]2[C:17]([N:16]=1)=[C:18]([C:2]1[CH:3]=[C:4]([C:7]([NH2:9])=[O:8])[NH:5][CH:6]=1)[CH:19]=[CH:20][CH:21]=2)([CH3:13])([CH3:12])[CH3:11]. The catalyst class is: 38. (3) Reactant: [CH3:1][N:2]1[CH2:7][CH:6]([OH:8])[C:5]2[CH:9]=[CH:10][S:11][C:4]=2[CH2:3]1.[Br:12]Br.Br.S([O-])([O-])(=O)=S.[Na+].[Na+]. The catalyst class is: 15. Product: [Br:12][C:10]1[S:11][C:4]2[CH2:3][N:2]([CH3:1])[CH2:7][CH:6]([OH:8])[C:5]=2[CH:9]=1. (4) Reactant: [C:1]([O:5][C:6]([N:8]1[CH2:17][CH2:16][C:15]2[C:10](=[CH:11][C:12]([C:18](O)=[O:19])=[CH:13][CH:14]=2)[CH2:9]1)=[O:7])([CH3:4])([CH3:3])[CH3:2].[H-].[H-].[H-].[H-].[Li+].[Al+3]. Product: [OH:19][CH2:18][C:12]1[CH:11]=[C:10]2[C:15]([CH2:16][CH2:17][N:8]([C:6]([O:5][C:1]([CH3:4])([CH3:3])[CH3:2])=[O:7])[CH2:9]2)=[CH:14][CH:13]=1. The catalyst class is: 1. (5) Reactant: [Br:1][C:2]1[N:3]=[CH:4][C:5]([NH:8][C:9]2[CH:13]=[C:12]([C:14]3[C:19]([O:20]CC4C=CC(OC)=CC=4)=[CH:18][CH:17]=[CH:16][C:15]=3[O:30][CH3:31])[NH:11][N:10]=2)=[N:6][CH:7]=1. Product: [Br:1][C:2]1[N:3]=[CH:4][C:5]([NH:8][C:9]2[CH:13]=[C:12]([C:14]3[C:15]([O:30][CH3:31])=[CH:16][CH:17]=[CH:18][C:19]=3[OH:20])[NH:11][N:10]=2)=[N:6][CH:7]=1. The catalyst class is: 5. (6) Reactant: [CH2:1]([O:8][C:9]([CH:12]1[CH2:17][CH:16]([OH:18])[CH2:15][CH2:14][O:13]1)([CH3:11])[CH3:10])[C:2]1[CH:7]=[CH:6][CH:5]=[CH:4][CH:3]=1.C1C=C[NH+]=CC=1.[O-][Cr](Cl)(=O)=O. Product: [CH2:1]([O:8][C:9]([CH:12]1[CH2:17][C:16](=[O:18])[CH2:15][CH2:14][O:13]1)([CH3:11])[CH3:10])[C:2]1[CH:3]=[CH:4][CH:5]=[CH:6][CH:7]=1. The catalyst class is: 4. (7) Reactant: [CH:1]1[C:6]([C:7]2[CH:12]=[CH:11][C:10]3[C:13]([O:15][C:16](=O)[C:9]=3[CH:8]=2)=[O:14])=[CH:5][C:4]2[C:18]([O:20][C:21](=O)[C:3]=2[CH:2]=1)=[O:19].[H-].[Al+3].[Li+].[H-].[H-].[H-]. Product: [OH:15][CH2:16][C:9]1[CH:8]=[C:7]([C:6]2[CH:1]=[CH:2][C:3]([CH2:21][OH:20])=[C:4]([CH2:18][OH:19])[CH:5]=2)[CH:12]=[CH:11][C:10]=1[CH2:13][OH:14]. The catalyst class is: 12. (8) Reactant: Br[CH2:2][C:3]1[C:12]([N+:13]([O-:15])=[O:14])=[CH:11][CH:10]=[CH:9][C:4]=1[C:5]([O:7]C)=O.Cl.[NH2:17][CH:18]1[CH2:24][CH2:23][C:22](=[O:25])[NH:21][C:19]1=[O:20].C(N(CC)CC)C.O. Product: [N+:13]([C:12]1[CH:11]=[CH:10][CH:9]=[C:4]2[C:3]=1[CH2:2][N:17]([CH:18]1[CH2:24][CH2:23][C:22](=[O:25])[NH:21][C:19]1=[O:20])[C:5]2=[O:7])([O-:15])=[O:14]. The catalyst class is: 60. (9) Reactant: [ClH:1].[CH3:2][C:3]1[C:8]([C:9]2[CH:14]=[CH:13][C:12]([N+:15]([O-])=O)=[CH:11][CH:10]=2)=[C:7]([NH2:18])[N:6]2[N:19]=[CH:20][C:21]([C:22]3[CH:27]=[CH:26][CH:25]=[C:24]([N:28]4[CH2:33][CH2:32][N:31]([CH3:34])[CH2:30][CH2:29]4)[CH:23]=3)=[C:5]2[N:4]=1.CO. Product: [ClH:1].[NH2:15][C:12]1[CH:11]=[CH:10][C:9]([C:8]2[C:3]([CH3:2])=[N:4][C:5]3[N:6]([N:19]=[CH:20][C:21]=3[C:22]3[CH:27]=[CH:26][CH:25]=[C:24]([N:28]4[CH2:29][CH2:30][N:31]([CH3:34])[CH2:32][CH2:33]4)[CH:23]=3)[C:7]=2[NH2:18])=[CH:14][CH:13]=1. The catalyst class is: 2. (10) Reactant: CC([NH:4][C:5]1[S:9][C:8]([S:10]([NH2:13])(=[O:12])=[O:11])=[N:7][N:6]=1)=O.[OH-].[K+]. Product: [NH2:4][C:5]1[S:9][C:8]([S:10]([NH2:13])(=[O:12])=[O:11])=[N:7][N:6]=1. The catalyst class is: 33.